From a dataset of SARS-CoV-2 main protease (3CLPro) crystallographic fragment screen with 879 compounds. Binary Classification. Given a drug SMILES string, predict its activity (active/inactive) in a high-throughput screening assay against a specified biological target. (1) The molecule is c1cc(CN2CCNCC2)no1. The result is 0 (inactive). (2) The drug is Cc1cccc(NC(=O)Nc2nc(C)cs2)c1. The result is 0 (inactive). (3) The compound is O=C(c1ccncc1)N1CCNCC1. The result is 0 (inactive). (4) The drug is CC(=O)c1cccc(NC(=O)N2CCOCC2)c1. The result is 0 (inactive).